Dataset: Forward reaction prediction with 1.9M reactions from USPTO patents (1976-2016). Task: Predict the product of the given reaction. (1) The product is: [F:12][C:13]1[C:14]([CH3:24])=[C:15]([C:19]2([C:20]([O:22][CH3:23])=[O:21])[CH2:2][CH2:3][C:4]3([CH2:9][CH2:8][O:7][CH2:6][CH2:5]3)[CH2:10]2)[CH:16]=[CH:17][CH:18]=1. Given the reactants Br[CH2:2][CH2:3][C:4]1([CH2:10]Br)[CH2:9][CH2:8][O:7][CH2:6][CH2:5]1.[F:12][C:13]1[C:14]([CH3:24])=[C:15]([CH2:19][C:20]([O:22][CH3:23])=[O:21])[CH:16]=[CH:17][CH:18]=1.[H-].[Na+], predict the reaction product. (2) Given the reactants [C:1]([O:5][C:6]([NH:8][C@@H:9]1[C@H:14]([NH:15][C:16]2[N:21]=[C:20](Cl)[C:19]3[C:23](=[O:33])[N:24]([C:26]([O:28][C:29]([CH3:32])([CH3:31])[CH3:30])=[O:27])[CH2:25][C:18]=3[C:17]=2[F:34])[CH2:13][CH2:12]O[CH2:10]1)=[O:7])([CH3:4])([CH3:3])[CH3:2].C([Sn](CCCC)(CCCC)[C:40]1[S:48][C:47]2[CH:46]=[CH:45][N:44]=[CH:43][C:42]=2[CH:41]=1)CCC.[C:57]1(C)C=CC=CC=1, predict the reaction product. The product is: [C:1]([O:5][C:6]([NH:8][C@H:9]1[CH2:10][CH2:57][CH2:12][CH2:13][C@H:14]1[NH:15][C:16]1[N:21]=[C:20]([C:40]2[S:48][C:47]3[CH:46]=[CH:45][N:44]=[CH:43][C:42]=3[CH:41]=2)[C:19]2[C:23](=[O:33])[N:24]([C:26]([O:28][C:29]([CH3:30])([CH3:32])[CH3:31])=[O:27])[CH2:25][C:18]=2[C:17]=1[F:34])=[O:7])([CH3:2])([CH3:3])[CH3:4].